Predict which catalyst facilitates the given reaction. From a dataset of Catalyst prediction with 721,799 reactions and 888 catalyst types from USPTO. (1) Reactant: C([SiH2][O:6][C:7](C1C=CC=CC=1)(C1C=CC=CC=1)[C@@H:8]([NH:24][C:25]([NH:27][C:28]1[CH:33]=[C:32]([O:34][CH3:35])[CH:31]=[C:30]([O:36][CH3:37])[CH:29]=1)=[O:26])[CH2:9][CH2:10][N:11]1[CH2:14][CH:13]([C:15](=[O:23])[C:16]2[CH:21]=[CH:20][C:19]([F:22])=[CH:18][CH:17]=2)[CH2:12]1)(C)(C)C.[F-].C([N+](CCCC)(CCCC)CCCC)CCC. The catalyst class is: 1. Product: [CH3:37][O:36][C:30]1[CH:29]=[C:28]([NH:27][C:25]([NH:24][C@H:8]([CH2:7][OH:6])[CH2:9][CH2:10][N:11]2[CH2:12][CH:13]([C:15](=[O:23])[C:16]3[CH:17]=[CH:18][C:19]([F:22])=[CH:20][CH:21]=3)[CH2:14]2)=[O:26])[CH:33]=[C:32]([O:34][CH3:35])[CH:31]=1. (2) Reactant: [C:1]([O:5][C:6]([N:8]1[CH2:13][CH2:12][C@@H:11]([C:14]2[CH:19]=[CH:18][C:17]([F:20])=[CH:16][CH:15]=2)[C@H:10]([C:21](O)=[O:22])[CH2:9]1)=[O:7])([CH3:4])([CH3:3])[CH3:2]. Product: [C:1]([O:5][C:6]([N:8]1[CH2:13][CH2:12][C@@H:11]([C:14]2[CH:19]=[CH:18][C:17]([F:20])=[CH:16][CH:15]=2)[C@H:10]([CH2:21][OH:22])[CH2:9]1)=[O:7])([CH3:4])([CH3:3])[CH3:2]. The catalyst class is: 1.